Dataset: Reaction yield outcomes from USPTO patents with 853,638 reactions. Task: Predict the reaction yield, written as a fraction of the theoretical maximum amount of product (1.0 means a 100% yield; for example, 0.34 means a 34% yield). (1) The yield is 0.310. The reactants are NC1C=CC=C(C(N)=O)C=1.[NH:11]1[C:19]2[CH:18]=[CH:17][CH:16]=[C:15]([C:20]([NH2:22])=[O:21])[C:14]=2[C:13](=O)[C:12]1=[O:24].[CH:25]1[C:30]([NH:31][NH2:32])=[CH:29][CH:28]=[C:27]([S:33]([NH2:36])(=[O:35])=[O:34])[CH:26]=1.Cl. The product is [O:24]=[C:12]1[C:13](=[N:32][NH:31][C:30]2[CH:29]=[CH:28][C:27]([S:33](=[O:35])(=[O:34])[NH2:36])=[CH:26][CH:25]=2)[C:14]2[C:15]([C:20]([NH2:22])=[O:21])=[CH:16][CH:17]=[CH:18][C:19]=2[NH:11]1. No catalyst specified. (2) The product is [OH:1][C@@:2]1([C:9]#[C:10][C:11]2[CH:12]=[C:13]([C:17]3[N:22]=[C:21]([C:23]([NH2:33])=[O:25])[CH:20]=[C:19]([N:27]4[CH:31]=[C:30]([CH3:32])[CH:29]=[N:28]4)[N:18]=3)[CH:14]=[CH:15][CH:16]=2)[CH2:6][CH2:5][N:4]([CH3:7])[C:3]1=[O:8]. No catalyst specified. The reactants are [OH:1][C@@:2]1([C:9]#[C:10][C:11]2[CH:12]=[C:13]([C:17]3[N:22]=[C:21]([C:23]([O:25]C)=O)[CH:20]=[C:19]([N:27]4[CH:31]=[C:30]([CH3:32])[CH:29]=[N:28]4)[N:18]=3)[CH:14]=[CH:15][CH:16]=2)[CH2:6][CH2:5][N:4]([CH3:7])[C:3]1=[O:8].[NH3:33]. The yield is 0.100. (3) The reactants are [CH2:1]=[C:2]([C:4]1[CH:5]=[C:6]([C:10]([NH:13][C:14](=[O:23])[O:15][C@H:16]2[C@@H:21]3[CH2:22][N:18]([CH2:19][CH2:20]3)[CH2:17]2)([CH3:12])[CH3:11])[CH:7]=[CH:8][CH:9]=1)[CH3:3]. The catalyst is [Pd]. The product is [N:18]12[CH2:22][C@H:21]([CH2:20][CH2:19]1)[C@H:16]([O:15][C:14](=[O:23])[NH:13][C:10]([C:6]1[CH:7]=[CH:8][CH:9]=[C:4]([CH:2]([CH3:1])[CH3:3])[CH:5]=1)([CH3:12])[CH3:11])[CH2:17]2. The yield is 0.460. (4) The reactants are [CH2:1]([O:3][CH:4]([CH2:9][CH2:10][CH:11]=[CH2:12])[CH:5]([CH3:8])[CH:6]=[O:7])[CH3:2].[OH-:13].[Li+].Cl. The catalyst is O1CCCC1. The product is [CH2:1]([O:3][C@H:4]([CH2:9][CH2:10][CH:11]=[CH2:12])[C@@H:5]([CH3:8])[C:6]([OH:13])=[O:7])[CH3:2]. The yield is 0.650.